This data is from Experimentally validated miRNA-target interactions with 360,000+ pairs, plus equal number of negative samples. The task is: Binary Classification. Given a miRNA mature sequence and a target amino acid sequence, predict their likelihood of interaction. The miRNA is rno-miR-331-3p with sequence GCCCCUGGGCCUAUCCUAGAA. The protein sequence of the target gene is MHPSNPKVRSSPSGNTQSSPKSKQEVMVRPPTVMSPSGNPQLDSKFSNQGKPGGSASQSQPSPCDSKSGGHTPKALPGPGGSMGLKNGAGNGAKGKGKRERSISADSFDQRDPGTPNDDSDIKECNSADHIKSQESQHTPHSMTPSTATAPRSSTPSHGQTPAPEPISAQKTPAKVVYVFSTEMANKAAEAVLKGQVETIVSFHIQNISNSKSERSTAPLNTQIPTLRNDPKPLPQQPPAPANQDQNSSQNARLQPTPPIQAPAPKPTAAPRPLDRESPGVENKLIPPVGSPGSSTPLPP.... Result: 0 (no interaction).